From a dataset of Reaction yield outcomes from USPTO patents with 853,638 reactions. Predict the reaction yield, written as a fraction of the theoretical maximum amount of product (1.0 means a 100% yield; for example, 0.34 means a 34% yield). The reactants are C1(P(C2C=CC=CC=2)C2C=CC=CC=2)C=CC=CC=1.BrN1C(=O)CCC1=O.[CH:28]1([CH2:33][CH:34]([C:38]2[CH:43]=[CH:42][C:41]([S:44]([CH3:47])(=[O:46])=[O:45])=[C:40]([F:48])[CH:39]=2)[C:35]([OH:37])=O)[CH2:32][CH2:31][CH2:30][CH2:29]1.[NH2:49][C:50]1[CH:55]=[CH:54][CH:53]=[CH:52][N:51]=1. The catalyst is C(Cl)Cl. The product is [CH:28]1([CH2:33][CH:34]([C:38]2[CH:43]=[CH:42][C:41]([S:44]([CH3:47])(=[O:46])=[O:45])=[C:40]([F:48])[CH:39]=2)[C:35]([NH:49][C:50]2[CH:55]=[CH:54][CH:53]=[CH:52][N:51]=2)=[O:37])[CH2:29][CH2:30][CH2:31][CH2:32]1. The yield is 0.380.